Dataset: Catalyst prediction with 721,799 reactions and 888 catalyst types from USPTO. Task: Predict which catalyst facilitates the given reaction. (1) Reactant: [Br:1]N1C(=O)NC(=O)N(Br)C1=O.[F:12][C:13]1[CH:18]=[C:17]([F:19])[CH:16]=[CH:15][C:14]=1[C:20]1[CH:25]=[CH:24][C:23]([C:26]([O:28][CH3:29])=[O:27])=[C:22]([O:30][CH:31]([CH3:33])[CH3:32])[CH:21]=1.CN(C=O)C. Product: [Br:1][C:25]1[CH:24]=[C:23]([C:26]([O:28][CH3:29])=[O:27])[C:22]([O:30][CH:31]([CH3:33])[CH3:32])=[CH:21][C:20]=1[C:14]1[CH:15]=[CH:16][C:17]([F:19])=[CH:18][C:13]=1[F:12]. The catalyst class is: 6. (2) Reactant: [OH:1][CH2:2][C@@H:3]([NH:21][CH2:22][C@H:23]([OH:40])[CH2:24][O:25][C:26]1[CH:31]=[CH:30][C:29]([O:32]CC2C=CC=CC=2)=[CH:28][CH:27]=1)[CH2:4][C:5]1[CH:20]=[CH:19][C:8]([O:9][C:10]2[N:18]=[CH:17][CH:16]=[CH:15][C:11]=2[C:12]([NH2:14])=[O:13])=[CH:7][CH:6]=1.[H][H]. Product: [OH:1][CH2:2][C@@H:3]([NH:21][CH2:22][C@H:23]([OH:40])[CH2:24][O:25][C:26]1[CH:27]=[CH:28][C:29]([OH:32])=[CH:30][CH:31]=1)[CH2:4][C:5]1[CH:6]=[CH:7][C:8]([O:9][C:10]2[N:18]=[CH:17][CH:16]=[CH:15][C:11]=2[C:12]([NH2:14])=[O:13])=[CH:19][CH:20]=1. The catalyst class is: 43. (3) Reactant: [Na].[F:2][C:3]1[CH:8]=[CH:7][C:6]([N:9]2[C:17]3[N:16]=[C:15]4[CH2:18][CH2:19][CH2:20][C:21](=O)[CH:22]([CH2:23][C:24]5[CH:29]=[CH:28][CH:27]=[CH:26][N:25]=5)[C:14]4=[CH:13][C:12]=3[CH:11]=[N:10]2)=[CH:5][CH:4]=1.[CH3:31][C:32](=[O:35])[CH:33]=[CH2:34]. Product: [F:2][C:3]1[CH:4]=[CH:5][C:6]([N:9]2[C:17]3[N:16]=[C:15]4[CH2:18][CH2:19][CH2:20][C:21]5[C:22]([CH2:23][C:24]6[CH:29]=[CH:28][CH:27]=[CH:26][N:25]=6)([CH2:34][CH2:33][C:32](=[O:35])[CH:31]=5)[C:14]4=[CH:13][C:12]=3[CH:11]=[N:10]2)=[CH:7][CH:8]=1. The catalyst class is: 14.